Dataset: Peptide-MHC class I binding affinity with 185,985 pairs from IEDB/IMGT. Task: Regression. Given a peptide amino acid sequence and an MHC pseudo amino acid sequence, predict their binding affinity value. This is MHC class I binding data. (1) The MHC is HLA-A01:01 with pseudo-sequence HLA-A01:01. The binding affinity (normalized) is 0.0847. The peptide sequence is SLPPNFSSL. (2) The peptide sequence is ITGNKVKTEL. The MHC is HLA-A02:02 with pseudo-sequence HLA-A02:02. The binding affinity (normalized) is 0.